This data is from Forward reaction prediction with 1.9M reactions from USPTO patents (1976-2016). The task is: Predict the product of the given reaction. Given the reactants [F:1][C:2]1[CH:23]=[CH:22][CH:21]=[C:20]([F:24])[C:3]=1[CH2:4][O:5][C:6]1[C:7]2[N:8]([C:12]([C:15]([O:17]CC)=[O:16])=[CH:13][N:14]=2)[CH:9]=[CH:10][CH:11]=1.[OH-].[Li+].Cl, predict the reaction product. The product is: [F:1][C:2]1[CH:23]=[CH:22][CH:21]=[C:20]([F:24])[C:3]=1[CH2:4][O:5][C:6]1[C:7]2[N:8]([C:12]([C:15]([OH:17])=[O:16])=[CH:13][N:14]=2)[CH:9]=[CH:10][CH:11]=1.